Dataset: Catalyst prediction with 721,799 reactions and 888 catalyst types from USPTO. Task: Predict which catalyst facilitates the given reaction. (1) Reactant: CN(C(ON1N=NC2C=CC=NC1=2)=[N+](C)C)C.F[P-](F)(F)(F)(F)F.[CH3:25][C:26]([NH2:29])([CH3:28])[CH3:27].[C:30]([C:33]1[C:41]2[C:36](=[N:37][CH:38]=[C:39]([C:42]3[C:50]4[CH2:49][CH2:48][CH2:47][CH2:46][C:45]=4[N:44]([CH3:51])[N+:43]=3[O-:52])[N:40]=2)[N:35]([CH2:53][O:54][CH2:55][CH2:56][Si:57]([CH3:60])([CH3:59])[CH3:58])[CH:34]=1)(O)=[O:31]. Product: [C:26]([NH:29][C:30]([C:33]1[C:41]2[C:36](=[N:37][CH:38]=[C:39]([C:42]3[C:50]4[CH2:49][CH2:48][CH2:47][CH2:46][C:45]=4[N:44]([CH3:51])[N+:43]=3[O-:52])[N:40]=2)[N:35]([CH2:53][O:54][CH2:55][CH2:56][Si:57]([CH3:60])([CH3:59])[CH3:58])[CH:34]=1)=[O:31])([CH3:28])([CH3:27])[CH3:25]. The catalyst class is: 3. (2) Reactant: C(O[C:6](=O)[N:7]([CH2:9][CH2:10][NH:11][CH:12]1[C:21]2[C:16](=[CH:17][C:18]([S:22]([C:25]3[CH:30]=[CH:29][CH:28]=[CH:27][CH:26]=3)(=[O:24])=[O:23])=[CH:19][CH:20]=2)[CH2:15][CH2:14][CH2:13]1)C)(C)(C)C.Cl. Product: [C:25]1([S:22]([C:18]2[CH:17]=[C:16]3[C:21](=[CH:20][CH:19]=2)[CH:12]([NH:11][CH2:10][CH2:9][NH:7][CH3:6])[CH2:13][CH2:14][CH2:15]3)(=[O:23])=[O:24])[CH:26]=[CH:27][CH:28]=[CH:29][CH:30]=1. The catalyst class is: 365. (3) Reactant: [OH:1][CH:2]1[C:11]2[C:6](=[CH:7][CH:8]=[C:9]([OH:12])[CH:10]=2)[CH2:5][N:4]([C:13]([O:15][C:16]([CH3:19])([CH3:18])[CH3:17])=[O:14])[CH2:3]1.Br[CH:21]([CH3:23])[CH3:22].C(=O)([O-])[O-].[K+].[K+].[I-].[Na+]. Product: [OH:1][CH:2]1[C:11]2[C:6](=[CH:7][CH:8]=[C:9]([O:12][CH:21]([CH3:23])[CH3:22])[CH:10]=2)[CH2:5][N:4]([C:13]([O:15][C:16]([CH3:19])([CH3:18])[CH3:17])=[O:14])[CH2:3]1. The catalyst class is: 145. (4) Reactant: [Cl:1][C:2]1[C:7]([CH3:8])=[CH:6][CH:5]=[CH:4][C:3]=1[CH3:9].C1C(=O)N([Br:17])C(=O)C1.C(OOC(=O)C1C=CC=CC=1)(=O)C1C=CC=CC=1. Product: [Br:17][CH2:9][C:3]1[CH:4]=[CH:5][CH:6]=[C:7]([CH3:8])[C:2]=1[Cl:1]. The catalyst class is: 53. (5) Reactant: Br[CH2:2][C:3]1[CH:8]=[CH:7][C:6]([C:9]#[CH:10])=[CH:5][CH:4]=1.Cl.[CH:12]1([C@@H:16]([NH2:18])[CH3:17])[CH2:15][CH2:14][CH2:13]1.C([O-])([O-])=O.[K+].[K+]. Product: [CH:12]1([C@@H:16]([NH:18][CH2:2][C:3]2[CH:8]=[CH:7][C:6]([C:9]#[CH:10])=[CH:5][CH:4]=2)[CH3:17])[CH2:15][CH2:14][CH2:13]1. The catalyst class is: 23. (6) Reactant: [C:1]([O:5][C:6](=[O:13])[C@@H:7]([NH2:12])[C:8]([CH3:11])([CH3:10])[CH3:9])([CH3:4])([CH3:3])[CH3:2].[CH3:14][C:15]1[CH:16]=[C:17](B(O)O)[CH:18]=[C:19]([C:21]([F:24])([F:23])[F:22])[CH:20]=1.N1C=CC=CC=1.Cl. Product: [C:1]([O:5][C:6](=[O:13])[C@@H:7]([NH:12][C:17]1[CH:18]=[C:19]([C:21]([F:22])([F:24])[F:23])[CH:20]=[C:15]([CH3:14])[CH:16]=1)[C:8]([CH3:11])([CH3:10])[CH3:9])([CH3:4])([CH3:2])[CH3:3]. The catalyst class is: 732. (7) Reactant: C1(C)C=CC(S(Cl)(=O)=O)=CC=1.[CH3:12][C:13]1[CH:18]=[CH:17][N:16]=[CH:15][C:14]=1[C:19]([N:21]1[CH2:26][CH2:25][CH2:24][CH2:23][CH:22]1[C:27]([O-])=O)=O.[Na+].ClC(=C)[C:33]#[N:34].[CH2:36](N(CC)CC)C. Product: [CH3:12][C:13]1[CH:18]=[CH:17][N:16]=[CH:15][C:14]=1[C:19]1[N:21]2[C:22]([CH2:23][CH2:24][CH2:25][CH2:26]2)=[C:27]([C:33]#[N:34])[CH:36]=1. The catalyst class is: 68. (8) Reactant: [Cl:1][C:2]1[CH:7]=[CH:6][C:5](/[CH:8]=[CH:9]/[C:10]([OH:12])=O)=[C:4]([CH2:13][N:14]2[N:18]=[N:17][C:16]([CH3:19])=[N:15]2)[CH:3]=1.CN(C(ON1N=NC2C=CC=NC1=2)=[N+](C)C)C.F[P-](F)(F)(F)(F)F.[NH:44]1[CH2:49][CH2:48][CH:47]([CH2:50][C:51]([O:53][CH2:54][CH3:55])=[O:52])[CH2:46][CH2:45]1.CCN(C(C)C)C(C)C. Product: [Cl:1][C:2]1[CH:7]=[CH:6][C:5](/[CH:8]=[CH:9]/[C:10]([N:44]2[CH2:49][CH2:48][CH:47]([CH2:50][C:51]([O:53][CH2:54][CH3:55])=[O:52])[CH2:46][CH2:45]2)=[O:12])=[C:4]([CH2:13][N:14]2[N:18]=[N:17][C:16]([CH3:19])=[N:15]2)[CH:3]=1. The catalyst class is: 179. (9) Reactant: [H-].[Na+].[CH2:3]([N:5]([CH2:9][CH3:10])[CH2:6][CH2:7][OH:8])[CH3:4].F[C:12]1[CH:17]=[CH:16][C:15]([N+:18]([O-:20])=[O:19])=[CH:14][CH:13]=1. Product: [CH2:3]([N:5]([CH2:9][CH3:10])[CH2:6][CH2:7][O:8][C:12]1[CH:17]=[CH:16][C:15]([N+:18]([O-:20])=[O:19])=[CH:14][CH:13]=1)[CH3:4]. The catalyst class is: 7. (10) Reactant: O.C[Si]([Cl:6])(C)C.[CH3:7][N:8]([CH2:10][CH:11]1[CH:17]2[CH2:18][CH:14]([CH2:15][CH2:16]2)[CH:13]=[C:12]1[C:19]1[CH:20]=[C:21]([O:25][C:26](=[O:31])[C:27]([CH3:30])([CH3:29])[CH3:28])[CH:22]=[CH:23][CH:24]=1)[CH3:9]. Product: [ClH:6].[CH3:9][N:8]([CH2:10][CH:11]1[CH:17]2[CH2:18][CH:14]([CH2:15][CH2:16]2)[CH:13]=[C:12]1[C:19]1[CH:20]=[C:21]([O:25][C:26](=[O:31])[C:27]([CH3:29])([CH3:28])[CH3:30])[CH:22]=[CH:23][CH:24]=1)[CH3:7]. The catalyst class is: 131.